Task: Predict which catalyst facilitates the given reaction.. Dataset: Catalyst prediction with 721,799 reactions and 888 catalyst types from USPTO (1) Reactant: [Br:1][C:2]1[CH:15]=[CH:14][C:5]2[N:6]([CH3:13])[C:7](=[O:12])[NH:8][S:9](=[O:11])(=[O:10])[C:4]=2[CH:3]=1.[H-].[Na+].[CH3:18][O:19][C:20]1[CH:27]=[CH:26][C:23]([CH2:24]Cl)=[CH:22][CH:21]=1. Product: [Br:1][C:2]1[CH:15]=[CH:14][C:5]2[N:6]([CH3:13])[C:7](=[O:12])[N:8]([CH2:24][C:23]3[CH:26]=[CH:27][C:20]([O:19][CH3:18])=[CH:21][CH:22]=3)[S:9](=[O:10])(=[O:11])[C:4]=2[CH:3]=1. The catalyst class is: 3. (2) Reactant: [C:1]([O:5][CH:6]([C:12]1[C:21]([CH3:22])=[C:20]([CH3:23])[C:19]2[C:14](=[CH:15][CH:16]=[CH:17][CH:18]=2)[C:13]=1[C:24]1[CH:29]=[CH:28][C:27]([Cl:30])=[CH:26][CH:25]=1)[C:7]([O:9]CC)=[O:8])([CH3:4])([CH3:3])[CH3:2].O. Product: [C:1]([O:5][CH:6]([C:12]1[C:21]([CH3:22])=[C:20]([CH3:23])[C:19]2[C:14](=[CH:15][CH:16]=[CH:17][CH:18]=2)[C:13]=1[C:24]1[CH:29]=[CH:28][C:27]([Cl:30])=[CH:26][CH:25]=1)[C:7]([OH:9])=[O:8])([CH3:4])([CH3:2])[CH3:3]. The catalyst class is: 242. (3) Reactant: [C:1]([O:5][C:6]([O:8][Si](C(C)(C)C)(C)C)=[CH2:7])([CH3:4])([CH3:3])[CH3:2].[CH2:16]([N:23]([CH3:35])[C@@H:24]([CH:30]1[CH2:34][CH2:33][CH2:32][CH2:31]1)[CH:25](OC)[O:26][CH3:27])[C:17]1[CH:22]=[CH:21][CH:20]=[CH:19][CH:18]=1.B(F)(F)F.CCOCC. Product: [C:1]([O:5][C:6](=[O:7])[CH2:8][C@@H:25]([O:26][CH3:27])[C@@H:24]([N:23]([CH2:16][C:17]1[CH:18]=[CH:19][CH:20]=[CH:21][CH:22]=1)[CH3:35])[CH:30]1[CH2:34][CH2:33][CH2:32][CH2:31]1)([CH3:2])([CH3:3])[CH3:4]. The catalyst class is: 139. (4) Reactant: [C:1]1([N:7]2[CH2:12][CH2:11][N:10]([C:13]3[C:22]4[C:17](=[CH:18][CH:19]=[C:20]([C:23](OCC[Si](C)(C)C)=[O:24])[CH:21]=4)[CH:16]=[N:15][CH:14]=3)[CH2:9][CH2:8]2)[CH:6]=[CH:5][CH:4]=[CH:3][CH:2]=1.[Cl-].[NH4+].C([N:36](CC)CC)C.ON1C2C=CC=CC=2N=N1.Cl.CN(C)CCCN=C=NCC. Product: [C:1]1([N:7]2[CH2:8][CH2:9][N:10]([C:13]3[C:22]4[C:17](=[CH:18][CH:19]=[C:20]([C:23]([NH2:36])=[O:24])[CH:21]=4)[CH:16]=[N:15][CH:14]=3)[CH2:11][CH2:12]2)[CH:6]=[CH:5][CH:4]=[CH:3][CH:2]=1. The catalyst class is: 213. (5) The catalyst class is: 3. Reactant: [NH:1]1[CH:5]=[C:4]([C:6]([OH:8])=O)[N:3]=[N:2]1.CCN(C(C)C)C(C)C.CN(C(ON1N=NC2C=CC=NC1=2)=[N+](C)C)C.F[P-](F)(F)(F)(F)F.[N:42]1([C:48](=[O:73])[CH2:49][O:50][C:51](=[O:72])[C@@:52]([CH2:70][OH:71])([CH3:69])[CH2:53][C@H:54]([NH2:68])[CH2:55][C:56]2[CH:61]=[CH:60][C:59]([C:62]3[CH:67]=[CH:66][CH:65]=[CH:64][CH:63]=3)=[CH:58][CH:57]=2)[CH2:47][CH2:46][O:45][CH2:44][CH2:43]1. Product: [N:42]1([C:48](=[O:73])[CH2:49][O:50][C:51](=[O:72])[C@@:52]([CH2:70][OH:71])([CH3:69])[CH2:53][C@H:54]([NH:68][C:6]([C:4]2[NH:3][N:2]=[N:1][CH:5]=2)=[O:8])[CH2:55][C:56]2[CH:61]=[CH:60][C:59]([C:62]3[CH:63]=[CH:64][CH:65]=[CH:66][CH:67]=3)=[CH:58][CH:57]=2)[CH2:47][CH2:46][O:45][CH2:44][CH2:43]1. (6) Reactant: [CH:1]([C:3]1[CH:4]=[C:5]([N:13]2[CH2:17][CH2:16][CH2:15][CH:14]2[C:18]([O:20]CC)=[O:19])[CH:6]=[C:7]([C:9]([F:12])([F:11])[F:10])[CH:8]=1)=[O:2].[OH-].[Li+].O1CCCC1.Cl. Product: [CH:1]([C:3]1[CH:4]=[C:5]([N:13]2[CH2:17][CH2:16][CH2:15][CH:14]2[C:18]([OH:20])=[O:19])[CH:6]=[C:7]([C:9]([F:11])([F:12])[F:10])[CH:8]=1)=[O:2]. The catalyst class is: 6. (7) Reactant: C(OC(=O)[NH:10][CH2:11][C@@H:12]([OH:42])[C@@H:13]([NH:21][C:22]([C:24]1[CH:29]=[C:28]([O:30][CH2:31][CH2:32][CH2:33][CH2:34][CH3:35])[CH:27]=[C:26]([N:36]2[CH2:40][CH2:39][CH2:38][C:37]2=[O:41])[CH:25]=1)=[O:23])[CH2:14][C:15]1[CH:20]=[CH:19][CH:18]=[CH:17][CH:16]=1)C1C=CC=CC=1.CCO. Product: [NH2:10][CH2:11][C@@H:12]([OH:42])[C@@H:13]([NH:21][C:22](=[O:23])[C:24]1[CH:29]=[C:28]([O:30][CH2:31][CH2:32][CH2:33][CH2:34][CH3:35])[CH:27]=[C:26]([N:36]2[CH2:40][CH2:39][CH2:38][C:37]2=[O:41])[CH:25]=1)[CH2:14][C:15]1[CH:20]=[CH:19][CH:18]=[CH:17][CH:16]=1. The catalyst class is: 386. (8) Reactant: Cl[C:2]1[N:7]=[C:6]([N:8]2[CH2:13][CH2:12][O:11][CH2:10][CH2:9]2)[N:5]=[C:4]([N:14]2[CH2:19][CH2:18][O:17][CH2:16][CH2:15]2)[N:3]=1.[NH2:20][C:21]1[CH:22]=[C:23](B2OC(C)(C)C(C)(C)O2)[CH:24]=[CH:25][CH:26]=1. Product: [O:17]1[CH2:18][CH2:19][N:14]([C:4]2[N:5]=[C:6]([N:8]3[CH2:13][CH2:12][O:11][CH2:10][CH2:9]3)[N:7]=[C:2]([C:25]3[CH:26]=[C:21]([CH:22]=[CH:23][CH:24]=3)[NH2:20])[N:3]=2)[CH2:15][CH2:16]1. The catalyst class is: 195.